This data is from Forward reaction prediction with 1.9M reactions from USPTO patents (1976-2016). The task is: Predict the product of the given reaction. (1) Given the reactants Cl[C:2]1[N:7]=[CH:6][C:5]([C:8]([OH:10])=[O:9])=[CH:4][C:3]=1[N+:11]([O-:13])=[O:12].[CH2:14]([NH2:17])[CH:15]=[CH2:16], predict the reaction product. The product is: [N+:11]([C:3]1[CH:4]=[C:5]([C:8]([OH:10])=[O:9])[CH:6]=[N:7][C:2]=1[NH:17][CH2:14][CH:15]=[CH2:16])([O-:13])=[O:12]. (2) Given the reactants N1C(Cl)=NC(Cl)=NC=1Cl.[Br:10][C:11]1[C:19]([F:20])=[CH:18][C:14](/[CH:15]=[N:16]/O)=[C:13]([F:21])[CH:12]=1, predict the reaction product. The product is: [Br:10][C:11]1[C:19]([F:20])=[CH:18][C:14]([C:15]#[N:16])=[C:13]([F:21])[CH:12]=1.